From a dataset of Forward reaction prediction with 1.9M reactions from USPTO patents (1976-2016). Predict the product of the given reaction. The product is: [CH3:1][O:2][C:3]([C:4]1[C:5]([CH3:6])=[N:19][O:16][C:8]=1[C:9]1[CH:14]=[CH:13][C:12]([Br:15])=[CH:11][CH:10]=1)=[O:17]. Given the reactants [CH3:1][O:2][C:3](=[O:17])[CH:4]([C:8](=[O:16])[C:9]1[CH:14]=[CH:13][C:12]([Br:15])=[CH:11][CH:10]=1)[C:5](=O)[CH3:6].Cl.[NH2:19]O, predict the reaction product.